Dataset: Forward reaction prediction with 1.9M reactions from USPTO patents (1976-2016). Task: Predict the product of the given reaction. Given the reactants [CH:1]1([N:4]2[C:8]3[C:9]([O:22][C@@H:23]([C@H:25]4[CH2:29][NH:28][C:27](=[O:30])[CH2:26]4)[CH3:24])=[N:10][C:11](B4OC(C)(C)C(C)(C)O4)=[CH:12][C:7]=3[N:6]=[CH:5]2)[CH2:3][CH2:2]1.Br[C:32]1[S:36][C:35]([C:37]([F:40])([F:39])[F:38])=[N:34][CH:33]=1.C([O-])([O-])=O.[Na+].[Na+].N#N, predict the reaction product. The product is: [CH:1]1([N:4]2[C:8]3[C:9]([O:22][C@@H:23]([C@H:25]4[CH2:29][NH:28][C:27](=[O:30])[CH2:26]4)[CH3:24])=[N:10][C:11]([C:32]4[S:36][C:35]([C:37]([F:40])([F:39])[F:38])=[N:34][CH:33]=4)=[CH:12][C:7]=3[N:6]=[CH:5]2)[CH2:2][CH2:3]1.